This data is from Full USPTO retrosynthesis dataset with 1.9M reactions from patents (1976-2016). The task is: Predict the reactants needed to synthesize the given product. (1) Given the product [Br:1][C:2]1[S:6][C:5]([CH3:7])=[C:4]([CH2:8][C:10]2[CH:15]=[CH:14][CH:13]=[C:12]([CH3:16])[CH:11]=2)[CH:3]=1, predict the reactants needed to synthesize it. The reactants are: [Br:1][C:2]1[S:6][C:5]([CH3:7])=[C:4]([C:8]([C:10]2[CH:15]=[CH:14][CH:13]=[C:12]([CH3:16])[CH:11]=2)=O)[CH:3]=1.C(Cl)Cl.C([SiH](CC)CC)C.B(F)(F)F.CCOCC. (2) Given the product [CH3:36][O:35][C:32]([C:2]1[N:7]=[C:6]([O:8][CH3:9])[N:5]=[C:4]([NH:10][C:11]2[CH:16]=[CH:15][C:14]([N:17]3[CH:21]=[C:20]([CH3:22])[N:19]=[CH:18]3)=[C:13]([O:23][CH3:24])[CH:12]=2)[N:3]=1)=[O:34], predict the reactants needed to synthesize it. The reactants are: Cl[C:2]1[N:7]=[C:6]([O:8][CH3:9])[N:5]=[C:4]([NH:10][C:11]2[CH:16]=[CH:15][C:14]([N:17]3[CH:21]=[C:20]([CH3:22])[N:19]=[CH:18]3)=[C:13]([O:23][CH3:24])[CH:12]=2)[N:3]=1.C(N(CC)CC)C.[C:32]([O:35][CH2:36]C)(=[O:34])C. (3) Given the product [C:21]([C:22]1[O:1][C:2]2[C:7](=[N:6][C:5]([CH2:9][C:10]([O:12][CH2:13][CH3:14])=[O:11])=[CH:4][CH:3]=2)[CH:23]=1)(=[O:24])[C:18]1[CH:19]=[CH:20][N:15]=[CH:16][CH:17]=1, predict the reactants needed to synthesize it. The reactants are: [OH:1][C:2]1[CH:3]=[CH:4][C:5]([CH2:9][C:10]([O:12][CH2:13][CH3:14])=[O:11])=[N:6][C:7]=1I.[N:15]1[CH:20]=[CH:19][C:18]([CH:21]([OH:24])[C:22]#[CH:23])=[CH:17][CH:16]=1. (4) Given the product [CH2:16]([O:18][C:19](=[O:28])[CH2:20][C:21]1[NH:1][C:2]2[S:3][CH:4]=[C:5]([CH2:11][O:12][CH2:13][O:14][CH3:15])[C:6]=2[S:7](=[O:8])(=[O:9])[N:10]=1)[CH3:17], predict the reactants needed to synthesize it. The reactants are: [NH2:1][C:2]1[S:3][CH:4]=[C:5]([CH2:11][O:12][CH2:13][O:14][CH3:15])[C:6]=1[S:7]([NH2:10])(=[O:9])=[O:8].[CH2:16]([O:18][C:19](=[O:28])[CH:20]=[C:21](OCC)OCC)[CH3:17].C(N(CC)CC)C. (5) Given the product [NH2:1][C:2]1[CH:7]=[CH:6][C:5]([C:8]([F:11])([F:10])[F:9])=[CH:4][C:3]=1[C:13]#[N:14], predict the reactants needed to synthesize it. The reactants are: [NH2:1][C:2]1[CH:7]=[CH:6][C:5]([C:8]([F:11])([F:10])[F:9])=[CH:4][C:3]=1I.[C:13]([Cu])#[N:14].CN(C=O)C.[OH-].[NH4+]. (6) The reactants are: [CH3:1][C:2]([C:13]1[CH:14]=[N:15][CH:16]=[CH:17][CH:18]=1)([CH2:5][C:6]1[CH:11]=[CH:10][C:9]([CH3:12])=[CH:8][CH:7]=1)[CH2:3][OH:4].C[N+]1([O-])CCOCC1. Given the product [CH3:1][C:2]([C:13]1[CH:14]=[N:15][CH:16]=[CH:17][CH:18]=1)([CH2:5][C:6]1[CH:11]=[CH:10][C:9]([CH3:12])=[CH:8][CH:7]=1)[CH:3]=[O:4], predict the reactants needed to synthesize it. (7) Given the product [CH3:16][O:17][C:18](=[O:19])[C@H:20]([OH:22])[CH2:21][NH:1][C:2]1[CH:3]=[C:4]2[C:8](=[CH:9][CH:10]=1)[N:7]([CH2:11][CH:12]([CH3:13])[CH3:14])[C:6](=[O:15])[CH2:5]2, predict the reactants needed to synthesize it. The reactants are: [NH2:1][C:2]1[CH:3]=[C:4]2[C:8](=[CH:9][CH:10]=1)[N:7]([CH2:11][CH:12]([CH3:14])[CH3:13])[C:6](=[O:15])[CH2:5]2.[CH3:16][O:17][C:18]([C@@H:20]1[O:22][CH2:21]1)=[O:19].FC(F)(F)S([O-])(=O)=O.[Li+].